Dataset: Reaction yield outcomes from USPTO patents with 853,638 reactions. Task: Predict the reaction yield, written as a fraction of the theoretical maximum amount of product (1.0 means a 100% yield; for example, 0.34 means a 34% yield). (1) The reactants are [CH:1]([C:4]1[CH:9]=[C:8]([O:10][CH3:11])[CH:7]=[CH:6][C:5]=1[OH:12])([CH3:3])[CH3:2].[C:13]1([CH3:23])[CH:18]=[CH:17][C:16]([S:19](Cl)(=[O:21])=[O:20])=[CH:15][CH:14]=1.O. The catalyst is C(Cl)Cl. The product is [CH:1]([C:4]1[CH:9]=[C:8]([O:10][CH3:11])[CH:7]=[CH:6][C:5]=1[O:12][S:19]([C:16]1[CH:17]=[CH:18][C:13]([CH3:23])=[CH:14][CH:15]=1)(=[O:21])=[O:20])([CH3:3])[CH3:2]. The yield is 0.740. (2) The reactants are [NH2:1][C:2]1[CH:3]=[C:4]2[C:9](=[CH:10][CH:11]=1)[N:8]=[CH:7][C:6]([C:12]#[N:13])=[C:5]2[NH:14][C:15]1[CH:20]=[CH:19][C:18]([F:21])=[C:17]([Cl:22])[CH:16]=1.[CH3:23][C:24]1[N:25]=[CH:26][NH:27][C:28]=1[CH:29]=O.[BH3-]C#N.[Na+]. The catalyst is CCO. The product is [Cl:22][C:17]1[CH:16]=[C:15]([NH:14][C:5]2[C:4]3[C:9](=[CH:10][CH:11]=[C:2]([NH:1][CH2:23][C:24]4[NH:25][CH:26]=[N:27][C:28]=4[CH3:29])[CH:3]=3)[N:8]=[CH:7][C:6]=2[C:12]#[N:13])[CH:20]=[CH:19][C:18]=1[F:21]. The yield is 0.760. (3) The reactants are [NH2:1][C:2]1[C:11]([C:12]([O:14]CC=C)=[O:13])=[C:5]2[N:6]=[CH:7][C:8]([Cl:10])=[CH:9][N:4]2[N:3]=1.C1([SiH3])C=CC=CC=1. The catalyst is C(Cl)Cl.C1C=CC([P]([Pd]([P](C2C=CC=CC=2)(C2C=CC=CC=2)C2C=CC=CC=2)([P](C2C=CC=CC=2)(C2C=CC=CC=2)C2C=CC=CC=2)[P](C2C=CC=CC=2)(C2C=CC=CC=2)C2C=CC=CC=2)(C2C=CC=CC=2)C2C=CC=CC=2)=CC=1. The product is [NH2:1][C:2]1[C:11]([C:12]([OH:14])=[O:13])=[C:5]2[N:6]=[CH:7][C:8]([Cl:10])=[CH:9][N:4]2[N:3]=1. The yield is 0.940.